Dataset: Full USPTO retrosynthesis dataset with 1.9M reactions from patents (1976-2016). Task: Predict the reactants needed to synthesize the given product. (1) Given the product [CH:42]1([CH2:41][C@H:27]([NH:26][C:24]([N:20]2[CH2:21][CH2:22][CH2:23][C@@H:18]([C@@:10]([C:6]3[C:5]4[O:1][CH2:2][CH2:3][C:4]=4[CH:9]=[CH:8][CH:7]=3)([OH:17])[CH2:11][CH2:12][CH2:13][CH2:14][O:15][CH3:16])[CH2:19]2)=[O:25])[CH2:28][NH:29][CH3:30])[CH2:46][CH2:45][CH2:44][CH2:43]1, predict the reactants needed to synthesize it. The reactants are: [O:1]1[C:5]2[C:6]([C@:10]([C@@H:18]3[CH2:23][CH2:22][CH2:21][N:20]([C:24]([NH:26][C@@H:27]([CH2:41][CH:42]4[CH2:46][CH2:45][CH2:44][CH2:43]4)[CH2:28][N:29](C)[C:30](=O)OCC4C=CC=CC=4)=[O:25])[CH2:19]3)([OH:17])[CH2:11][CH2:12][CH2:13][CH2:14][O:15][CH3:16])=[CH:7][CH:8]=[CH:9][C:4]=2[CH:3]=[CH:2]1. (2) Given the product [CH3:41][C:40]1[CH:39]=[N:38][C:37]([C:47]2[CH:48]=[C:49]([CH:50]=[CH:51][CH:46]=2)[CH2:27][N:7]2[C:2](=[O:1])[CH:3]=[CH:4][C:5]([C:8]3[CH:9]=[CH:10][C:11]([C:12]([NH:26][CH2:25][CH2:24][CH2:23][N:17]4[CH2:22][CH2:21][CH2:20][CH2:19][CH2:18]4)=[O:14])=[CH:15][CH:16]=3)=[N:6]2)=[N:36][CH:35]=1, predict the reactants needed to synthesize it. The reactants are: [O:1]=[C:2]1[NH:7][N:6]=[C:5]([C:8]2[CH:16]=[CH:15][C:11]([C:12]([OH:14])=O)=[CH:10][CH:9]=2)[CH:4]=[CH:3]1.[N:17]1([CH2:23][CH2:24][CH2:25][NH2:26])[CH2:22][CH2:21][CH2:20][CH2:19][CH2:18]1.[CH3:27]N1CCOCC1.C[CH2:35][N:36]=[C:37]=[N:38][CH2:39][CH2:40][CH2:41]N(C)C.Cl.[CH:46]1[CH:47]=[CH:48][C:49]2N(O)N=N[C:50]=2[CH:51]=1. (3) Given the product [F:1][C:2]1[CH:3]=[CH:4][C:5]([CH2:6][N:7]2[C:11]3[CH:12]=[N:13][C:14]4[C:15](=[O:29])[N:16]([OH:20])[CH2:17][CH2:18][C:19]=4[C:10]=3[C:9]([CH2:30][CH2:31][CH2:32][N:33]3[CH2:38][CH2:37][O:36][CH2:35][CH2:34]3)=[CH:8]2)=[CH:39][CH:40]=1.[ClH:41], predict the reactants needed to synthesize it. The reactants are: [F:1][C:2]1[CH:40]=[CH:39][C:5]([CH2:6][N:7]2[C:11]3[CH:12]=[N:13][C:14]4[C:15](=[O:29])[N:16]([O:20]COCC[Si](C)(C)C)[CH2:17][CH2:18][C:19]=4[C:10]=3[C:9]([CH2:30][CH2:31][CH2:32][N:33]3[CH2:38][CH2:37][O:36][CH2:35][CH2:34]3)=[CH:8]2)=[CH:4][CH:3]=1.[ClH:41].O1CCOCC1. (4) The reactants are: [CH3:1][O:2][C:3](=[O:13])[C:4]1[CH:12]=[CH:11][C:8]([O:9][CH3:10])=[C:6]([OH:7])[CH:5]=1.C(=O)([O-])[O-].[K+].[K+].O([CH2:28][C:29]([F:32])([F:31])[F:30])S(C(F)(F)F)(=O)=O. Given the product [CH3:10][O:9][C:8]1[CH:11]=[CH:12][C:4]([C:3]([O:2][CH3:1])=[O:13])=[CH:5][C:6]=1[O:7][CH2:28][C:29]([F:32])([F:31])[F:30], predict the reactants needed to synthesize it.